Dataset: Reaction yield outcomes from USPTO patents with 853,638 reactions. Task: Predict the reaction yield, written as a fraction of the theoretical maximum amount of product (1.0 means a 100% yield; for example, 0.34 means a 34% yield). (1) The reactants are C(OC(=O)[NH:10][CH:11]1[CH2:16][CH2:15][N:14]([CH2:17][CH2:18][CH2:19][NH:20][C:21]([O:23][C:24]([CH3:27])([CH3:26])[CH3:25])=[O:22])[CH2:13][CH2:12]1)C1C=CC=CC=1. The product is [C:24]([O:23][C:21](=[O:22])[NH:20][CH2:19][CH2:18][CH2:17][N:14]1[CH2:15][CH2:16][CH:11]([NH2:10])[CH2:12][CH2:13]1)([CH3:27])([CH3:25])[CH3:26]. The yield is 1.00. The catalyst is C(O)C.[Pd]. (2) The yield is 0.550. The product is [CH2:19]([O:26][C:27]1[CH:32]=[CH:31][C:30]([Br:33])=[CH:29][C:28]=1[CH2:34][CH:37]([C:36]([O:43][CH3:44])=[O:42])[C:38]([O:40][CH3:41])=[O:39])[C:20]1[CH:25]=[CH:24][CH:23]=[CH:22][CH:21]=1. The reactants are BrC1C=CC(OCC(F)F)=C(CCC(OC)=O)C=1.[CH2:19]([O:26][C:27]1[CH:32]=[CH:31][C:30]([Br:33])=[CH:29][C:28]=1[CH2:34]I)[C:20]1[CH:25]=[CH:24][CH:23]=[CH:22][CH:21]=1.[C:36]([O:43][CH3:44])(=[O:42])[CH2:37][C:38]([O:40][CH3:41])=[O:39]. No catalyst specified. (3) The reactants are [CH3:1][S:2][C:3]1[CH:8]=[CH:7][CH:6]=[CH:5][C:4]=1[NH2:9].[CH3:10][C:11](OC(C)=O)=[O:12].CCN(CC)CC.C([O-])(O)=O.[Na+]. The catalyst is C(Cl)(Cl)Cl. The product is [CH3:1][S:2][C:3]1[CH:8]=[CH:7][CH:6]=[CH:5][C:4]=1[NH:9][C:11](=[O:12])[CH3:10]. The yield is 0.970.